The task is: Predict the reactants needed to synthesize the given product.. This data is from Full USPTO retrosynthesis dataset with 1.9M reactions from patents (1976-2016). Given the product [CH2:43]([NH:46][C:24]([C@@H:9]1[CH2:10][C:11](=[N:13][O:14][CH2:15][C:16]2[CH:21]=[CH:20][C:19]([Cl:22])=[C:18]([Cl:23])[CH:17]=2)[CH2:12][N:8]1[C:6](=[O:7])[CH:33]([C:27]1[CH:28]=[CH:29][CH:30]=[CH:31][CH:32]=1)[C:37]1[CH:38]=[CH:39][CH:40]=[CH:41][CH:42]=1)=[O:26])[CH:44]=[CH2:45], predict the reactants needed to synthesize it. The reactants are: C(O[C:6]([N:8]1[CH2:12][C:11](=[N:13][O:14][CH2:15][C:16]2[CH:21]=[CH:20][C:19]([Cl:22])=[C:18]([Cl:23])[CH:17]=2)[CH2:10][C@H:9]1[C:24]([OH:26])=O)=[O:7])(C)(C)C.[C:27]1([CH:33]([C:37]2[CH:42]=[CH:41][CH:40]=[CH:39][CH:38]=2)C(Cl)=O)[CH:32]=[CH:31][CH:30]=[CH:29][CH:28]=1.[CH2:43]([NH2:46])[CH:44]=[CH2:45].